Predict the product of the given reaction. From a dataset of Forward reaction prediction with 1.9M reactions from USPTO patents (1976-2016). Given the reactants [Cl:1][C:2]1[CH:3]=[C:4]([C:12]2([C:32]([F:35])([F:34])[F:33])[O:16][N:15]=[C:14]([C:17]3[CH:27]=[CH:26][C:20]([C:21]([O:23]CC)=[O:22])=[C:19]([C:28]([F:31])([F:30])[F:29])[CH:18]=3)[CH2:13]2)[CH:5]=[C:6]([C:8]([F:11])([F:10])[F:9])[CH:7]=1.O.[Li+].[OH-], predict the reaction product. The product is: [Cl:1][C:2]1[CH:3]=[C:4]([C:12]2([C:32]([F:34])([F:33])[F:35])[O:16][N:15]=[C:14]([C:17]3[CH:27]=[CH:26][C:20]([C:21]([OH:23])=[O:22])=[C:19]([C:28]([F:30])([F:31])[F:29])[CH:18]=3)[CH2:13]2)[CH:5]=[C:6]([C:8]([F:11])([F:10])[F:9])[CH:7]=1.